From a dataset of Peptide-MHC class I binding affinity with 185,985 pairs from IEDB/IMGT. Regression. Given a peptide amino acid sequence and an MHC pseudo amino acid sequence, predict their binding affinity value. This is MHC class I binding data. (1) The peptide sequence is FSDLCNFLI. The MHC is HLA-A01:01 with pseudo-sequence HLA-A01:01. The binding affinity (normalized) is 0.535. (2) The peptide sequence is YTVKWPNL. The MHC is H-2-Db with pseudo-sequence H-2-Db. The binding affinity (normalized) is 0. (3) The peptide sequence is SVFALLPPQ. The MHC is HLA-A68:02 with pseudo-sequence HLA-A68:02. The binding affinity (normalized) is 0.0847. (4) The peptide sequence is ATTHSWIPK. The MHC is HLA-B08:01 with pseudo-sequence HLA-B08:01. The binding affinity (normalized) is 0.0847. (5) The peptide sequence is NRWKSWFSY. The MHC is HLA-B57:01 with pseudo-sequence HLA-B57:01. The binding affinity (normalized) is 0.0847. (6) The peptide sequence is QSFLFWFLK. The MHC is HLA-A03:01 with pseudo-sequence HLA-A03:01. The binding affinity (normalized) is 0.812. (7) The peptide sequence is LQRGRLPLV. The MHC is HLA-A30:01 with pseudo-sequence HLA-A30:01. The binding affinity (normalized) is 0.581.